Dataset: Reaction yield outcomes from USPTO patents with 853,638 reactions. Task: Predict the reaction yield, written as a fraction of the theoretical maximum amount of product (1.0 means a 100% yield; for example, 0.34 means a 34% yield). (1) The reactants are [CH:1]1([C:5]2[CH:9]=[C:8]([NH2:10])[N:7]([C:11]3[CH:16]=[CH:15][CH:14]=[CH:13][CH:12]=3)[N:6]=2)[CH2:4][CH2:3][CH2:2]1.C(=O)([O-])[O-].[K+].[K+].Cl[C:24]([O:26][C:27]1[CH:32]=[CH:31][CH:30]=[CH:29][CH:28]=1)=[O:25]. The catalyst is C1COCC1. The product is [CH:1]1([C:5]2[CH:9]=[C:8]([NH:10][C:24](=[O:25])[O:26][C:27]3[CH:32]=[CH:31][CH:30]=[CH:29][CH:28]=3)[N:7]([C:11]3[CH:16]=[CH:15][CH:14]=[CH:13][CH:12]=3)[N:6]=2)[CH2:2][CH2:3][CH2:4]1. The yield is 0.830. (2) The reactants are [N:1]1[CH:6]=[CH:5][CH:4]=[C:3]([NH:7][CH:8]=[C:9]([C:15]([O:17]CC)=O)[C:10]([O:12][CH2:13][CH3:14])=[O:11])[CH:2]=1. The catalyst is C1(OC2C=CC=CC=2)C=CC=CC=1. The product is [O:17]=[C:15]1[C:2]2[C:3](=[CH:4][CH:5]=[CH:6][N:1]=2)[NH:7][CH:8]=[C:9]1[C:10]([O:12][CH2:13][CH3:14])=[O:11]. The yield is 0.500. (3) The catalyst is C1COCC1. The reactants are [NH2:1][C@H:2]([C:4]1[N:9]=[C:8]2[CH:10]=[CH:11][N:12]([CH3:13])[C:7]2=[CH:6][C:5]=1[N:14]1[CH2:18][CH2:17][CH:16]([OH:19])[CH2:15]1)[CH3:3].[CH3:20][C:21]([O:24][C:25](O[C:25]([O:24][C:21]([CH3:23])([CH3:22])[CH3:20])=[O:26])=[O:26])([CH3:23])[CH3:22]. The yield is 0.278. The product is [OH:19][CH:16]1[CH2:17][CH2:18][N:14]([C:5]2[CH:6]=[C:7]3[N:12]([CH3:13])[CH:11]=[CH:10][C:8]3=[N:9][C:4]=2[C@@H:2]([NH:1][C:25](=[O:26])[O:24][C:21]([CH3:23])([CH3:22])[CH3:20])[CH3:3])[CH2:15]1. (4) The reactants are [F:1][C:2]1[CH:3]=[C:4]([N:9]([CH3:32])[CH:10]([C:12]2[CH:13]=[C:14]([C:29](O)=[O:30])[CH:15]=[C:16]3[C:21]=2[O:20][C:19]([N:22]2[CH2:27][CH2:26][O:25][CH2:24][CH2:23]2)=[CH:18][C:17]3=[O:28])[CH3:11])[CH:5]=[C:6]([F:8])[CH:7]=1.CN1CCOCC1.[NH:40]1[CH2:45][CH2:44][CH:43]([OH:46])[CH2:42][CH2:41]1. The catalyst is CN1C(=O)CCC1. The product is [F:1][C:2]1[CH:3]=[C:4]([N:9]([CH3:32])[CH:10]([C:12]2[CH:13]=[C:14]([C:29]([N:40]3[CH2:45][CH2:44][CH:43]([OH:46])[CH2:42][CH2:41]3)=[O:30])[CH:15]=[C:16]3[C:21]=2[O:20][C:19]([N:22]2[CH2:27][CH2:26][O:25][CH2:24][CH2:23]2)=[CH:18][C:17]3=[O:28])[CH3:11])[CH:5]=[C:6]([F:8])[CH:7]=1. The yield is 0.580.